This data is from Experimentally validated miRNA-target interactions with 360,000+ pairs, plus equal number of negative samples. The task is: Binary Classification. Given a miRNA mature sequence and a target amino acid sequence, predict their likelihood of interaction. (1) The miRNA is mmu-miR-743b-3p with sequence GAAAGACAUCAUGCUGAAUAGA. The protein sequence of the target gene is MALPGDPRRLCRLVQEGRLRDLQEELAVARGCRGPAGDTLLHCAARHGRQDILAYLVEAWSMDIEATNRDYKRPLHEAASMGHRDCVRYLLGRGAVVDSLKKADWTPLMMACTRKNLDVIQDLVEHGANPLLKNKDGWNSFHIASREGHPVILRYLLTVCPDAWKTESNIRRTPLHTAAMHGCLEAVQVLLERCHYEPDCRDNCGVTPFMDAIQCGHVSIAKLLLEQHKACSSAADSMGAQALHRAAVTGQDEAIRFLVCGLGIDVDVRAKSSQLTALHYAAKEGQTNTVQTLLSLGADI.... Result: 1 (interaction). (2) The miRNA is hsa-miR-3620-3p with sequence UCACCCUGCAUCCCGCACCCAG. The protein sequence of the target gene is MTKEMTENQRLCPHEQEDADCSSESVKFDARSMTASLPHSTKNGPSLQEKLKSFKAALIALYLLVFAVLIPVVGIVTAQLLNWEMKNCLVCSLNTSDTSQGPMEKENTSKVEMRFTIIMEHMKDMEERIESISNSKADLIDTERFQNFSMATDQRLNDILLQLNSLISSVQEHGNSLDAISKSLQSLNMTLLDVQLHTETLNVRVRESTAKQQEDISKLEERVYKVSAEVQSVKEEQAHVEQEVKQEVRVLNNITNDLRLKDWEHSQTLKNITFIQGPPGPQGEKGDRGLTGQTGPPGAP.... Result: 0 (no interaction). (3) The miRNA is hsa-miR-1238-5p with sequence GUGAGUGGGAGCCCCAGUGUGUG. The protein sequence of the target gene is MLFLGMLKQVVNGTAQSKASSCRKLVLPLKFLGTSQHRIPADANFHSTSISEAEPPRVLITGGLGQLGVGLANLLRKRFGKDNVILSDIRKPPAHVFHSGPFVYANILDYKSLREIVVNHRISWLFHYSALLSAVGEANVSLARDVNITGLHNVLDVAAEYNVRLFVPSTIGAFGPTSPRNPAPDLCIQRPRTIYGVSKVHTELMGEYYYYRYGLDFRCLRYPGIISADSQPGGGTTDYAVQIFHAAAKNGTFECNLEAGTRLPMMYISDCLRATLEVMEAPAERLSMRTYNISAMSFTP.... Result: 0 (no interaction). (4) The protein sequence of the target gene is MQWRALVLGLVLLRLGLHAVLWLVFGLGPSMGFYQRFPLSFGFQRLRDPDGSGPVGPPGGPAWLHRPRRGTEGRLETPPEPGPTPGPGVCGPAHWGYALGGGGCGPDEYERRYSGAFPPQLRAQMRDLARGMFVFGYDNYMAHAFPQDELNPIYCRGRGPDRGDPSNLNINDVLGNYSLTLVDALDTLAIMGNSSEFQKAVKLVINTVSFDKDSTVQVFEATIRVLGSLLSAHRIITDSKQPFGDMTIEDYDNELLYMAHDLAVRLLPAFENTKTGIPYPRVNLKTGVPPDSNNETCTAG.... Result: 0 (no interaction). The miRNA is hsa-miR-664a-5p with sequence ACUGGCUAGGGAAAAUGAUUGGAU. (5) The miRNA is hsa-miR-92a-1-5p with sequence AGGUUGGGAUCGGUUGCAAUGCU. The protein sequence of the target gene is MGFWCRMSENQEQEEVITVRVQDPRVQNEGSWNSYVDYKIFLHTNSKAFTAKTSCVRRRYREFVWLRKQLQRNAGLVPVPELPGKSTFFGTSDEFIEKRRQGLQHFLEKVLQSVVLLSDSQLHLFLQSQLSVPEIEACVQGRSTMTVSDAILRYAMSNCGWAQEERQSSSHLAKGDQPKSCCFLPRSGRRSSPSPPPSEEKDHLEVWAPVVDSEVPSLESPTLPPLSSPLCCDFGRPKEGTSTLQSVRRAVGGDHAVPLDPGQLETVLEK. Result: 0 (no interaction). (6) The miRNA is hsa-miR-3141 with sequence GAGGGCGGGUGGAGGAGGA. The protein sequence of the target gene is MGLWALLPSWVSTTLLLALTALPAALAANSSGRWWGIVNIASSTNLLTDSKSLQLVLEPSLQLLSRKQRRLIRQNPGILHSVSGGLQSAVRECKWQFRNRRWNCPTAPGPHLFGKIVNRGCRETAFIFAITSAGVTHSVARSCSEGSIESCTCDYRRRGPGGPDWHWGGCSDNIDFGRLFGREFVDSGEKGRDLRFLMNLHNNEAGRTTVFSEMRQECKCHGMSGSCTVRTCWMRLPTLRAVGDVLRDRFDGASRVLYGNRGSNRASRAELLRLEPEDPAHKPPSPHDLVYFEKSPNFCT.... Result: 0 (no interaction). (7) The miRNA is hsa-miR-921 with sequence CUAGUGAGGGACAGAACCAGGAUUC. The protein sequence of the target gene is MLAELGFIRTIGENDEVPVEPESDSGDEEEEGPIVLGRKQKALQKNRSADFNPDFVFTEKEGMYDGSWALADVMSQLKKKRAATTLDEKIEKVRKRRKAEDKEAKSGKVEEKEGQADSDLKGQENPGEDEAGSKDEDSETDYSSEDEEILTKADTLKVKEKKKKKKGQAAGGFFEDASEYDKSLSFQDMNLSRPLLKAITAMGFKQPTPIQKACIPVGLLGKDICACAATGTGKTAAFALPVLERLIYKPRQAAVTRVLVLVPTRELGIQVHSVTKQLAQFCSITTCLAVGGLDVKSQEA.... Result: 0 (no interaction). (8) The miRNA is rno-miR-182 with sequence UUUGGCAAUGGUAGAACUCACACCG. The protein sequence of the target gene is MATPSAAFEALMNGVTSWDIPEDSVPCELLLIGEASFPIMVNDVGQVLVAASSYGRGRMVVASHEDFLLESQLFVFLVNAVGWLRSSPNSAIGVHSSLAPLVKILESCGIESKIEPEVNDSLGVYCIDAYNETMTDKLVQFVKRGGGLLIGGEAWDWDTQGDDDRVLFAFPGNLVTSVAGVYFTDNKADTSFFKVSKKMPKIPILVRCDDDLSDDRDELLRGIIDLDITNSDCFPSQLLVHGSLAFPLGLDTYHGCVIAAARYGRGRVVVTGHKVLFTVGKLGPFLLNAVRWLDGGRKGK.... Result: 0 (no interaction). (9) The miRNA is hsa-miR-187-3p with sequence UCGUGUCUUGUGUUGCAGCCGG. The protein sequence of the target gene is MPREIITLQLGQCGNQIGFEFWKQLCAEHGISPEGIVEEFATEGTDRKDVFFYQADDEHYIPRAVLLDLEPRVIHSILNSPYAKLYNPENIYLSEHGGGAGNNWASGFSQGEKIHEDIFDIIDREADGSDSLEGFVLCHSIAGGTGSGLGSYLLERLNDRYPKKLVQTYSVFPNQDEMSDVVVQPYNSLLTLKRLTQNADCVVVLDNTALNRIATDRLHIQNPSFSQINQLVSTIMSASTTTLRYPGYMNNDLIGLIASLIPTPRLHFLMTGYTPLTTDQSVASVRKTTVLDVMRRLLQP.... Result: 1 (interaction).